From a dataset of Full USPTO retrosynthesis dataset with 1.9M reactions from patents (1976-2016). Predict the reactants needed to synthesize the given product. (1) Given the product [CH3:34][C:32]1[CH:33]=[C:28]([CH3:27])[N:29]=[C:30]([C:35]2[CH:40]=[CH:39][C:38]([C:2]3[CH:7]=[CH:6][CH:5]=[C:4]([C:8]4[N:9]=[C:10]([C:21]5[CH:26]=[C:25]([C:38]6[CH:37]=[CH:36][C:35]([C:30]7[N:31]=[C:32]([CH3:34])[CH:33]=[C:28]([CH3:27])[N:29]=7)=[CH:40][CH:39]=6)[CH:24]=[CH:23][CH:22]=5)[N:11]=[C:12]([C:14]5[CH:19]=[CH:18][CH:17]=[CH:16][CH:15]=5)[N:13]=4)[CH:3]=3)=[CH:37][CH:36]=2)[N:31]=1, predict the reactants needed to synthesize it. The reactants are: Br[C:2]1[CH:3]=[C:4]([C:8]2[N:13]=[C:12]([C:14]3[CH:19]=[CH:18][CH:17]=[C:16](Br)[CH:15]=3)[N:11]=[C:10]([C:21]3[CH:26]=[CH:25][CH:24]=[CH:23][CH:22]=3)[N:9]=2)[CH:5]=[CH:6][CH:7]=1.[CH3:27][C:28]1[CH:33]=[C:32]([CH3:34])[N:31]=[C:30]([C:35]2[CH:40]=[CH:39][C:38](B3OC(C)(C)C(C)(C)O3)=[CH:37][CH:36]=2)[N:29]=1.[OH-].[Na+].O. (2) The reactants are: CC[C@@H]1[C@@H]2C[C@H:37]([C@@H:36]([O:35]C3C4C(=CC=CC=4)C([O:35][C@@H:36]([C:47]4[CH:56]=[CH:55][N:54]=[C:53]5[C:48]=4[CH:49]=[C:50](OC)[CH:51]=[CH:52]5)[C@@H:37]4N5C[C@H](CC)[C@@H](CC5)C4)=NN=3)[C:47]3[CH:56]=[CH:55][N:54]=[C:53]4[C:48]=3[CH:49]=[C:50](OC)[CH:51]=[CH:52]4)N(CC2)C1.[OH2:59].[CH3:60][CH2:61][O:62][C:63]([CH3:65])=O. Given the product [OH:35][C@@H:36]([CH2:37][OH:59])[CH2:47][C:56]1[C:52]2[C:53](=[CH:48][CH:49]=[CH:50][CH:51]=2)[N:54]([C:36]2[CH:47]=[CH:48][C:61]([O:62][C:63]3[CH:65]=[CH:49][C:48]([C:53]#[N:54])=[CH:47][CH:36]=3)=[CH:60][CH:37]=2)[CH:55]=1, predict the reactants needed to synthesize it.